This data is from Full USPTO retrosynthesis dataset with 1.9M reactions from patents (1976-2016). The task is: Predict the reactants needed to synthesize the given product. (1) Given the product [CH2:39]([NH:46][C:47](=[O:48])[NH:1][C@H:2]([C:19](=[O:31])[NH:20][C:21]1[CH:22]=[CH:23][CH:24]=[C:25]2[C:30]=1[N:29]=[CH:28][CH:27]=[CH:26]2)[CH2:3][CH2:4][CH2:5][CH2:6][NH:7][S:8]([NH:11][C:12](=[O:18])[O:13][C:14]([CH3:17])([CH3:16])[CH3:15])(=[O:9])=[O:10])[C:40]1[CH:45]=[CH:44][CH:43]=[CH:42][CH:41]=1, predict the reactants needed to synthesize it. The reactants are: [NH2:1][C@H:2]([C:19](=[O:31])[NH:20][C:21]1[CH:22]=[CH:23][CH:24]=[C:25]2[C:30]=1[N:29]=[CH:28][CH:27]=[CH:26]2)[CH2:3][CH2:4][CH2:5][CH2:6][NH:7][S:8]([NH:11][C:12](=[O:18])[O:13][C:14]([CH3:17])([CH3:16])[CH3:15])(=[O:10])=[O:9].CCN(CC)CC.[CH2:39]([N:46]=[C:47]=[O:48])[C:40]1[CH:45]=[CH:44][CH:43]=[CH:42][CH:41]=1. (2) Given the product [OH:3][CH2:4][CH2:5][O:6][NH:7][C:8]([C:10]1[CH:11]=[C:12]2[CH:17]=[CH:16][N:15]=[CH:14][N:13]2[C:18]=1[NH:19][C:20]1[CH:25]=[CH:24][C:23]([S:26][CH3:27])=[CH:22][C:21]=1[F:28])=[O:9], predict the reactants needed to synthesize it. The reactants are: C([O:3][CH2:4][CH2:5][O:6][NH:7][C:8]([C:10]1[CH:11]=[C:12]2[CH:17]=[CH:16][N:15]=[CH:14][N:13]2[C:18]=1[NH:19][C:20]1[CH:25]=[CH:24][C:23]([S:26][CH3:27])=[CH:22][C:21]=1[F:28])=[O:9])=C.Cl. (3) Given the product [CH3:1][N:2]([CH3:23])[C:3]1[CH:12]=[CH:11][C:10]([C:13]2[S:14][C:15]3[CH:21]([OH:22])[CH2:20][CH2:19][CH2:18][C:16]=3[N:17]=2)=[CH:9][C:4]=1[CH2:5][OH:6], predict the reactants needed to synthesize it. The reactants are: [CH3:1][N:2]([CH3:23])[C:3]1[CH:12]=[CH:11][C:10]([C:13]2[S:14][C:15]3[CH:21]([OH:22])[CH2:20][CH2:19][CH2:18][C:16]=3[N:17]=2)=[CH:9][C:4]=1[C:5](OC)=[O:6].[H-].C([Al+]CC(C)C)C(C)C. (4) Given the product [Cl:1][C:2]1[N:3]=[CH:4][C:5]2[C:10]([CH:11]=1)=[CH:9][C:8]([C:12]1[CH:16]=[N:15][N:14]([CH:21]3[CH2:20][CH2:19][CH2:18][CH2:17][CH:22]3[OH:23])[CH:13]=1)=[CH:7][CH:6]=2, predict the reactants needed to synthesize it. The reactants are: [Cl:1][C:2]1[N:3]=[CH:4][C:5]2[C:10]([CH:11]=1)=[CH:9][C:8]([C:12]1[CH:13]=[N:14][NH:15][CH:16]=1)=[CH:7][CH:6]=2.[CH:17]12[O:23][CH:22]1[CH2:21][CH2:20][CH2:19][CH2:18]2. (5) Given the product [CH:25]1([CH2:24][C:20]2[CH:19]=[C:18]3[C:12]4([CH2:13][CH2:14][NH:15][CH2:16][CH2:17]4)[C:11](=[O:33])[NH:10][C:23]3=[CH:22][CH:21]=2)[CH2:26][CH2:27][CH2:28][CH2:29][CH2:30][CH2:31][CH2:32]1, predict the reactants needed to synthesize it. The reactants are: N.[Li].C([N:10]1[C:23]2[C:18](=[CH:19][C:20]([CH2:24][CH:25]3[CH2:32][CH2:31][CH2:30][CH2:29][CH2:28][CH2:27][CH2:26]3)=[CH:21][CH:22]=2)[C:12]2([CH2:17][CH2:16][NH:15][CH2:14][CH2:13]2)[C:11]1=[O:33])C1C=CC=CC=1.[Cl-].[NH4+]. (6) Given the product [C:1]([O:5][C@@H:6]([C:12]1[C:13]([CH3:36])=[N:14][C:15]2[N:16]([N:30]=[C:31]([C:33](=[O:34])[NH:45][CH2:44][C:41]3[CH:42]=[CH:43][C:38]([F:37])=[CH:39][CH:40]=3)[CH:32]=2)[C:17]=1[C:18]1[C:19]([CH3:29])=[C:20]2[C:25](=[C:26]([F:28])[CH:27]=1)[O:24][CH2:23][CH2:22][CH2:21]2)[C:7]([O:9][CH2:10][CH3:11])=[O:8])([CH3:3])([CH3:4])[CH3:2], predict the reactants needed to synthesize it. The reactants are: [C:1]([O:5][C@@H:6]([C:12]1[C:13]([CH3:36])=[N:14][C:15]2[N:16]([N:30]=[C:31]([C:33](O)=[O:34])[CH:32]=2)[C:17]=1[C:18]1[C:19]([CH3:29])=[C:20]2[C:25](=[C:26]([F:28])[CH:27]=1)[O:24][CH2:23][CH2:22][CH2:21]2)[C:7]([O:9][CH2:10][CH3:11])=[O:8])([CH3:4])([CH3:3])[CH3:2].[F:37][C:38]1[CH:43]=[CH:42][C:41]([CH2:44][NH2:45])=[CH:40][CH:39]=1.CCN(C(C)C)C(C)C.CN(C(ON1N=NC2C=CC=NC1=2)=[N+](C)C)C.F[P-](F)(F)(F)(F)F.